From a dataset of Full USPTO retrosynthesis dataset with 1.9M reactions from patents (1976-2016). Predict the reactants needed to synthesize the given product. (1) Given the product [O:9]1[CH:10]=[CH:11][C:7]([C:4]2[CH:5]=[CH:6][N:23]=[CH:2][CH:3]=2)=[CH:8]1, predict the reactants needed to synthesize it. The reactants are: C1(C2C=CC=CC=2)[CH:6]=[CH:5][C:4]([C:7]2[CH:11]=[CH:10][O:9][CH:8]=2)=[CH:3][CH:2]=1.Cl.BrC1C=C[N:23]=CC=1.O1C=CC(B(O)O)=C1. (2) Given the product [N:26]([C:13]1([CH2:17][C:18]([O:20][CH2:21][CH3:22])=[O:19])[C:12]2[CH:11]=[C:10]([O:23][CH3:24])[CH:9]=[C:8]([F:25])[C:7]=2[O:6][C:5]2[C:14]1=[CH:15][C:2]([Br:1])=[CH:3][CH:4]=2)=[N+:27]=[N-:28], predict the reactants needed to synthesize it. The reactants are: [Br:1][C:2]1[CH:15]=[C:14]2[C:5]([O:6][C:7]3[C:8]([F:25])=[CH:9][C:10]([O:23][CH3:24])=[CH:11][C:12]=3[C:13]2([CH2:17][C:18]([O:20][CH2:21][CH3:22])=[O:19])O)=[CH:4][CH:3]=1.[N:26]([Si](C)(C)C)=[N+:27]=[N-:28].C([O+]([B-](F)(F)F)CC)C. (3) The reactants are: [CH:1]([C:3]1[CH:4]=[C:5]([CH:9]([NH:11][C:12](=[O:18])[O:13][C:14]([CH3:17])([CH3:16])[CH3:15])[CH3:10])[CH:6]=[CH:7][CH:8]=1)=O.C([O-])(=O)C.[Na+].Cl.[NH2:25][OH:26]. Given the product [OH:26][N:25]=[CH:1][C:3]1[CH:4]=[C:5]([CH:9]([NH:11][C:12](=[O:18])[O:13][C:14]([CH3:17])([CH3:16])[CH3:15])[CH3:10])[CH:6]=[CH:7][CH:8]=1, predict the reactants needed to synthesize it. (4) Given the product [C:24]([O:28][C:29](=[O:44])[NH:30][C@@H:31]1[CH2:37][C:36](=[O:38])[C:35]2[CH:39]=[CH:40][CH:41]=[CH:42][C:34]=2[N:33]([CH2:13][C:12]2[CH:11]=[C:10]([C:9]([F:23])([F:22])[F:8])[CH:17]=[C:16]([C:18]([F:21])([F:20])[F:19])[CH:15]=2)[C:32]1=[O:43])([CH3:27])([CH3:25])[CH3:26], predict the reactants needed to synthesize it. The reactants are: CCC([O-])(C)C.[Na+].[F:8][C:9]([F:23])([F:22])[C:10]1[CH:11]=[C:12]([CH:15]=[C:16]([C:18]([F:21])([F:20])[F:19])[CH:17]=1)[CH2:13]Br.[C:24]([O:28][C:29](=[O:44])[NH:30][C@@H:31]1[CH2:37][C:36](=[O:38])[C:35]2[CH:39]=[CH:40][CH:41]=[CH:42][C:34]=2[NH:33][C:32]1=[O:43])([CH3:27])([CH3:26])[CH3:25].[Cl-].[NH4+]. (5) Given the product [CH3:24][O:23][C:19]1[CH:20]=[CH:21][C:22]2[C:17]([CH:18]=1)=[N:16][N:15]([CH3:25])[C:14]=2[C:13]1[NH:1][C:2]2[C:3](=[N:4][CH:5]=[CH:6][C:7]=2[C:8]([O:10][CH3:11])=[O:9])[CH:12]=1, predict the reactants needed to synthesize it. The reactants are: [NH2:1][C:2]1[C:3]([C:12]#[C:13][C:14]2[N:15]([CH3:25])[N:16]=[C:17]3[C:22]=2[CH:21]=[CH:20][C:19]([O:23][CH3:24])=[CH:18]3)=[N:4][CH:5]=[CH:6][C:7]=1[C:8]([O:10][CH3:11])=[O:9].C([O-])([O-])=O.[Ca+2].